The task is: Predict the product of the given reaction.. This data is from Forward reaction prediction with 1.9M reactions from USPTO patents (1976-2016). (1) Given the reactants [F:1][C:2]([F:34])([F:33])[C:3]1[CH:4]=[C:5]([CH:26]=[C:27]([C:29]([F:32])([F:31])[F:30])[CH:28]=1)[CH2:6][N:7]([CH2:14][C:15]1[C:16](Cl)=[N:17][CH:18]=[C:19]([C:21]([F:24])([F:23])[F:22])[CH:20]=1)[C:8]1[N:9]=[N:10][N:11]([CH3:13])[N:12]=1.[C-]#N.[K+].C1(P(CCCC)C2C=CC=CC=2)C=CC=CC=1.[CH3:55][N:56](C)CCN(C)C, predict the reaction product. The product is: [F:1][C:2]([F:34])([F:33])[C:3]1[CH:4]=[C:5]([CH:26]=[C:27]([C:29]([F:32])([F:31])[F:30])[CH:28]=1)[CH2:6][N:7]([CH2:14][C:15]1[C:16]([C:55]#[N:56])=[N:17][CH:18]=[C:19]([C:21]([F:24])([F:23])[F:22])[CH:20]=1)[C:8]1[N:9]=[N:10][N:11]([CH3:13])[N:12]=1. (2) Given the reactants [Br:1][C:2]1[CH:7]=[CH:6][C:5](/[C:8](/[C:12]2[CH:17]=[CH:16][CH:15]=[CH:14][CH:13]=2)=[CH:9]/[CH2:10][OH:11])=[CH:4][CH:3]=1.O[C:19]1[CH:30]=[CH:29][C:22]([O:23][CH2:24][C:25]([O:27][CH3:28])=[O:26])=[C:21]([CH3:31])[CH:20]=1.C1(P(C2C=CC=CC=2)C2C=CC=CC=2)C=CC=CC=1.N(C(OC(C)C)=O)=NC(OC(C)C)=O, predict the reaction product. The product is: [Br:1][C:2]1[CH:3]=[CH:4][C:5](/[C:8](/[C:12]2[CH:13]=[CH:14][CH:15]=[CH:16][CH:17]=2)=[CH:9]/[CH2:10][O:11][C:19]2[CH:30]=[CH:29][C:22]([O:23][CH2:24][C:25]([O:27][CH3:28])=[O:26])=[C:21]([CH3:31])[CH:20]=2)=[CH:6][CH:7]=1. (3) Given the reactants Br[C:2]1[CH:3]=[N:4][C:5]2[N:6]([CH:8]=[CH:9][N:10]=2)[CH:7]=1.CN([CH:14]([O:17]C)[O:15][CH3:16])C, predict the reaction product. The product is: [N:10]1[CH:9]=[CH:8][N:6]2[CH:7]=[C:2]([C:14]([O:15][CH3:16])=[O:17])[CH:3]=[N:4][C:5]=12. (4) Given the reactants [H-].[Na+].[CH3:3][O:4][C:5]1[CH:6]=[C:7]([CH:11]=[CH:12][C:13]=1[O:14][CH3:15])[CH2:8][CH2:9][OH:10].[Cl:16][C:17]([Cl:21])([Cl:20])[C:18]#[N:19].O, predict the reaction product. The product is: [Cl:16][C:17]([Cl:21])([Cl:20])[C:18](=[NH:19])[O:10][CH2:9][CH2:8][C:7]1[CH:11]=[CH:12][C:13]([O:14][CH3:15])=[C:5]([O:4][CH3:3])[CH:6]=1. (5) Given the reactants [CH2:1]([O:3][C:4]1[CH:5]=[C:6]([CH:12]([N:18]2[C:26](=[O:27])[C:25]3[C:20](=[CH:21][CH:22]=[CH:23][C:24]=3[NH2:28])[C:19]2=[O:29])[CH2:13][S:14]([CH3:17])(=[O:16])=[O:15])[CH:7]=[CH:8][C:9]=1[O:10][CH3:11])[CH3:2].[F:30][C:31]([F:42])([F:41])[C:32](O[C:32](=[O:33])[C:31]([F:42])([F:41])[F:30])=[O:33].CCCCCC, predict the reaction product. The product is: [CH2:1]([O:3][C:4]1[CH:5]=[C:6]([CH:12]([N:18]2[C:26](=[O:27])[C:25]3[C:20](=[CH:21][CH:22]=[CH:23][C:24]=3[NH:28][C:32](=[O:33])[C:31]([F:42])([F:41])[F:30])[C:19]2=[O:29])[CH2:13][S:14]([CH3:17])(=[O:16])=[O:15])[CH:7]=[CH:8][C:9]=1[O:10][CH3:11])[CH3:2]. (6) Given the reactants C(OC(=O)[NH:7][C@@H:8]1[C:22](=[O:23])[N:21]2[CH2:24][C@H:25]([O:27][C:28]3[C:37]4[C:32](=[CH:33][CH:34]=[CH:35][CH:36]=4)[N:31]4[CH:38]=[CH:39][N:40]=[C:30]4[N:29]=3)[CH2:26][C@H:20]2[C:19](=[O:41])[NH:18][C@:17]2([C:43](=[O:52])[NH:44][S:45]([C:48]3([CH3:51])[CH2:50][CH2:49]3)(=[O:47])=[O:46])[CH2:42][C@H:16]2[CH:15]=[CH:14][CH2:13][CH2:12][CH:11]([CH3:53])[CH2:10][C@H:9]1[CH3:54])(C)(C)C.[F:56][C:57]([F:62])([F:61])[C:58]([OH:60])=[O:59], predict the reaction product. The product is: [OH:60][C:58]([C:57]([F:62])([F:61])[F:56])=[O:59].[NH2:7][C@@H:8]1[C:22](=[O:23])[N:21]2[CH2:24][C@H:25]([O:27][C:28]3[C:37]4[C:32](=[CH:33][CH:34]=[CH:35][CH:36]=4)[N:31]4[CH:38]=[CH:39][N:40]=[C:30]4[N:29]=3)[CH2:26][C@H:20]2[C:19](=[O:41])[NH:18][C@:17]2([C:43]([NH:44][S:45]([C:48]3([CH3:51])[CH2:49][CH2:50]3)(=[O:46])=[O:47])=[O:52])[CH2:42][C@H:16]2[CH:15]=[CH:14][CH2:13][CH2:12][CH:11]([CH3:53])[CH2:10][C@H:9]1[CH3:54]. (7) Given the reactants [C:1]1([N:7]2[CH:11]=[CH:10][C:9]([C:12]3[CH:17]=[CH:16][N:15]=[CH:14][CH:13]=3)=[N:8]2)[CH:6]=[CH:5][CH:4]=[CH:3][CH:2]=1.N1C=CC=CC=1.[Br:24]Br, predict the reaction product. The product is: [Br:24][C:10]1[C:9]([C:12]2[CH:17]=[CH:16][N:15]=[CH:14][CH:13]=2)=[N:8][N:7]([C:1]2[CH:6]=[CH:5][CH:4]=[CH:3][CH:2]=2)[CH:11]=1. (8) Given the reactants Cl[C:2]1[CH:7]=[CH:6][N:5]=[C:4]([NH2:8])[C:3]=1[I:9].[CH:10]1[C:15]([N+:16]([O-:18])=[O:17])=[CH:14][CH:13]=[C:12]([OH:19])[CH:11]=1.C(N(C(C)C)CC)(C)C.CN1CCCC1=O, predict the reaction product. The product is: [I:9][C:3]1[C:4]([NH2:8])=[N:5][CH:6]=[CH:7][C:2]=1[O:19][C:12]1[CH:11]=[CH:10][C:15]([N+:16]([O-:18])=[O:17])=[CH:14][CH:13]=1. (9) Given the reactants [C:1]([N:5]([CH2:13][CH2:14][S:15][CH2:16][C:17]#[C:18][C:19]1[S:20][CH:21]=[CH:22][CH:23]=1)[C:6](=[O:12])[C:7]([O:9]CC)=[O:8])([CH3:4])([CH3:3])[CH3:2].[OH-].[K+].Cl, predict the reaction product. The product is: [C:1]([N:5]([CH2:13][CH2:14][S:15][CH2:16][C:17]#[C:18][C:19]1[S:20][CH:21]=[CH:22][CH:23]=1)[C:6](=[O:12])[C:7]([OH:9])=[O:8])([CH3:4])([CH3:2])[CH3:3]. (10) Given the reactants [CH3:1][O:2][C:3]1[CH:4]=[C:5]([CH2:24][C:25]([O:27][CH2:28][CH3:29])=[O:26])[CH:6]=[CH:7][C:8]=1[O:9][C:10]1[C:11]([N+:21]([O-])=O)=[C:12]2[C:17](=[CH:18][CH:19]=1)[NH:16][C:15](=[O:20])[CH:14]=[CH:13]2, predict the reaction product. The product is: [NH2:21][C:11]1[C:10]([O:9][C:8]2[CH:7]=[CH:6][C:5]([CH2:24][C:25]([O:27][CH2:28][CH3:29])=[O:26])=[CH:4][C:3]=2[O:2][CH3:1])=[CH:19][CH:18]=[C:17]2[C:12]=1[CH:13]=[CH:14][C:15](=[O:20])[NH:16]2.